Dataset: Catalyst prediction with 721,799 reactions and 888 catalyst types from USPTO. Task: Predict which catalyst facilitates the given reaction. (1) Reactant: [C:1]([NH:8][CH2:9][CH2:10][NH2:11])([O:3][C:4]([CH3:7])([CH3:6])[CH3:5])=[O:2].[CH3:12][C:13](=[CH2:17])[C:14](=O)[CH3:15].C(N(CC)CC)C.Cl[C:26]([O:28][CH2:29][C:30]1[CH:35]=[CH:34][CH:33]=[CH:32][CH:31]=1)=[O:27].Cl.O1CCOCC1.[BH-](OC(C)=O)(OC(C)=O)OC(C)=O.[Na+].CC(OC(OC(OC(C)(C)C)=O)=O)(C)C.C(O)(=O)CC(CC(O)=O)(C(O)=O)O. Product: [CH3:15][CH:14]1[CH:13]([CH3:17])[CH2:12][N:11]([C:26]([O:28][CH2:29][C:30]2[CH:35]=[CH:34][CH:33]=[CH:32][CH:31]=2)=[O:27])[CH2:10][CH2:9][N:8]1[C:1]([O:3][C:4]([CH3:5])([CH3:6])[CH3:7])=[O:2]. The catalyst class is: 27. (2) Reactant: [CH2:1]([C:3]1[S:38][C:6]2[N:7]([CH2:23][C:24]3[CH:29]=[CH:28][C:27]([C:30]4[C:31]([C:36]#[N:37])=[CH:32][CH:33]=[CH:34][CH:35]=4)=[CH:26][CH:25]=3)[C:8](=[O:22])[N:9]([CH2:12][C:13]([C:15]3[CH:20]=[CH:19][C:18]([OH:21])=[CH:17][CH:16]=3)=[O:14])[C:10](=[O:11])[C:5]=2[CH:4]=1)[CH3:2].Br[CH2:40][CH2:41][O:42][Si](C(C)(C)C)(C)C.C[N:51](C)[CH:52]=[O:53].C(=O)([O-])[O-:56].[Cs+].[Cs+]. Product: [CH2:1]([C:3]1[S:38][C:6]2[N:7]([CH2:23][C:24]3[CH:29]=[CH:28][C:27]([C:30]4[CH:35]=[CH:34][CH:33]=[CH:32][C:31]=4[C:36]4[NH:51][C:52](=[O:53])[O:56][N:37]=4)=[CH:26][CH:25]=3)[C:8](=[O:22])[N:9]([CH2:12][C:13]([C:15]3[CH:16]=[CH:17][C:18]([O:21][CH2:40][CH2:41][OH:42])=[CH:19][CH:20]=3)=[O:14])[C:10](=[O:11])[C:5]=2[CH:4]=1)[CH3:2]. The catalyst class is: 69. (3) The catalyst class is: 3. Reactant: [CH2:1]([C:3]([C:24]1[CH:29]=[CH:28][C:27]([OH:30])=[C:26]([CH3:31])[CH:25]=1)([C:6]1[CH:11]=[CH:10][C:9](/[CH:12]=[CH:13]/[C:14]([CH2:21][CH3:22])([OH:20])[C:15]#[C:16][CH2:17][CH2:18][CH3:19])=[C:8]([CH3:23])[CH:7]=1)[CH2:4][CH3:5])[CH3:2].C([O-])([O-])=O.[K+].[K+].C1(C)C=CC(S([CH2:47][C@H:48]2[O:52][C:51](=[O:53])[CH2:50][CH2:49]2)(=O)=O)=CC=1.C(OCC)(=O)C. Product: [CH2:1]([C:3]([C:24]1[CH:29]=[CH:28][C:27]([O:30][CH2:47][C@H:48]2[O:52][C:51](=[O:53])[CH2:50][CH2:49]2)=[C:26]([CH3:31])[CH:25]=1)([C:6]1[CH:11]=[CH:10][C:9](/[CH:12]=[CH:13]/[C:14]([CH2:21][CH3:22])([OH:20])[C:15]#[C:16][CH2:17][CH2:18][CH3:19])=[C:8]([CH3:23])[CH:7]=1)[CH2:4][CH3:5])[CH3:2]. (4) Reactant: [CH3:1][C:2]([CH3:21])([CH3:20])[C:3]([C:5]1[N:9]([CH2:10][C:11](O)=[O:12])[C:8]2[CH:14]=[C:15]([O:18][CH3:19])[CH:16]=[CH:17][C:7]=2[N:6]=1)=[O:4].C1C=CC2N(O)N=NC=2C=1.[CH2:32]([NH:35][CH2:36][CH2:37][CH3:38])[CH2:33][CH3:34].CCN(C(C)C)C(C)C. Product: [CH3:1][C:2]([CH3:21])([CH3:20])[C:3]([C:5]1[N:9]([CH2:10][C:11]([N:35]([CH2:36][CH2:37][CH3:38])[CH2:32][CH2:33][CH3:34])=[O:12])[C:8]2[CH:14]=[C:15]([O:18][CH3:19])[CH:16]=[CH:17][C:7]=2[N:6]=1)=[O:4]. The catalyst class is: 607.